This data is from Reaction yield outcomes from USPTO patents with 853,638 reactions. The task is: Predict the reaction yield, written as a fraction of the theoretical maximum amount of product (1.0 means a 100% yield; for example, 0.34 means a 34% yield). (1) The reactants are [F:1][C:2]1[C:22]([C:23]([OH:26])([CH3:25])[CH3:24])=[CH:21][CH:20]=[CH:19][C:3]=1[O:4][C:5]1[CH2:9][N:8]([C@@H:10]([CH2:14][CH:15]([CH3:17])[CH3:16])[C:11](O)=[O:12])[C:7](=[O:18])[CH:6]=1.[CH3:27][N:28]1[CH:32]=[CH:31][C:30]([NH2:33])=[N:29]1.F[P-](F)(F)(F)(F)F.N1(O[P+](N(C)C)(N(C)C)N(C)C)C2C=CC=CC=2N=N1.C(N(CC)C(C)C)(C)C. The catalyst is ClCCl. The product is [CH3:27][N:28]1[CH:32]=[CH:31][C:30]([NH:33][C:11](=[O:12])[C@@H:10]([N:8]2[CH2:9][C:5]([O:4][C:3]3[CH:19]=[CH:20][CH:21]=[C:22]([C:23]([OH:26])([CH3:24])[CH3:25])[C:2]=3[F:1])=[CH:6][C:7]2=[O:18])[CH2:14][CH:15]([CH3:16])[CH3:17])=[N:29]1. The yield is 0.920. (2) The reactants are [CH3:1][C:2]1[O:6][N:5]=[C:4]([C:7]2[CH:12]=[CH:11][CH:10]=[CH:9][CH:8]=2)[C:3]=1[CH2:13][O:14][C:15]1[CH:23]=[CH:22][C:18]([C:19]([OH:21])=O)=[CH:17][N:16]=1.Cl.[O:25]1[CH2:29][CH2:28][CH:27]([CH2:30][NH2:31])[CH2:26]1. No catalyst specified. The product is [CH3:1][C:2]1[O:6][N:5]=[C:4]([C:7]2[CH:8]=[CH:9][CH:10]=[CH:11][CH:12]=2)[C:3]=1[CH2:13][O:14][C:15]1[CH:23]=[CH:22][C:18]([C:19]([NH:31][CH2:30][CH:27]2[CH2:28][CH2:29][O:25][CH2:26]2)=[O:21])=[CH:17][N:16]=1. The yield is 0.810. (3) The reactants are Br[CH2:2][CH2:3][C:4]([O:6][CH3:7])=[O:5].[NH:8]1[CH2:13][CH2:12][CH:11]([O:14][C:15](=[O:29])[NH:16][C:17]2[CH:22]=[CH:21][CH:20]=[CH:19][C:18]=2[C:23]2[CH:28]=[CH:27][CH:26]=[CH:25][CH:24]=2)[CH2:10][CH2:9]1.CCN(C(C)C)C(C)C. The catalyst is C(#N)C. The product is [CH3:7][O:6][C:4](=[O:5])[CH2:3][CH2:2][N:8]1[CH2:9][CH2:10][CH:11]([O:14][C:15](=[O:29])[NH:16][C:17]2[CH:22]=[CH:21][CH:20]=[CH:19][C:18]=2[C:23]2[CH:28]=[CH:27][CH:26]=[CH:25][CH:24]=2)[CH2:12][CH2:13]1. The yield is 0.700. (4) The reactants are Cl[C:2]1[N:7]=[C:6]([N:8]2[CH2:13][CH2:12][CH:11]([CH2:14][NH:15]C(=O)OC(C)(C)C)[CH2:10][CH2:9]2)[CH:5]=[CH:4][N:3]=1.[CH:23]1[C:32]2[C:27](=[CH:28][CH:29]=[CH:30][CH:31]=2)[CH:26]=[CH:25][C:24]=1B(O)O.C([O-])([O-])=O.[K+].[K+].C(P(C(C)(C)C)C(C)(C)C)(C)(C)C. The catalyst is O1CCOCC1.C1C=CC(/C=C/C(/C=C/C2C=CC=CC=2)=O)=CC=1.C1C=CC(/C=C/C(/C=C/C2C=CC=CC=2)=O)=CC=1.C1C=CC(/C=C/C(/C=C/C2C=CC=CC=2)=O)=CC=1.[Pd].[Pd]. The product is [CH:31]1[C:32]2[C:27](=[CH:26][CH:25]=[CH:24][CH:23]=2)[CH:28]=[CH:29][C:30]=1[C:2]1[N:7]=[C:6]([N:8]2[CH2:9][CH2:10][CH:11]([CH2:14][NH2:15])[CH2:12][CH2:13]2)[CH:5]=[CH:4][N:3]=1. The yield is 0.180. (5) The reactants are Cl[C:2](Cl)([O:4]C(=O)OC(Cl)(Cl)Cl)Cl.[CH2:13]([O:20][NH:21][C@H:22]1[CH2:27][NH:26][C@H:25]([C:28]([O:30][CH2:31][CH3:32])=[O:29])[CH2:24][CH2:23]1)[C:14]1[CH:19]=[CH:18][CH:17]=[CH:16][CH:15]=1.CCN(C(C)C)C(C)C. The catalyst is C(Cl)Cl. The product is [CH2:13]([O:20][N:21]1[C:2](=[O:4])[N:26]2[CH2:27][C@H:22]1[CH2:23][CH2:24][C@H:25]2[C:28]([O:30][CH2:31][CH3:32])=[O:29])[C:14]1[CH:15]=[CH:16][CH:17]=[CH:18][CH:19]=1. The yield is 0.500. (6) The reactants are [Sn](O)(C)(C)C.C[O:7][C:8]([C:10]1[N:11]=[C:12]([CH:15]([OH:40])[CH2:16][CH:17]([N:21]([CH3:39])[C:22](=[O:38])[CH:23]([NH:28][C:29]([CH:31]2[CH2:36][CH2:35][CH2:34][CH2:33][N:32]2[CH3:37])=[O:30])[CH:24]([CH3:27])[CH2:25][CH3:26])[CH:18]([CH3:20])[CH3:19])[S:13][CH:14]=1)=[O:9]. The catalyst is ClC(Cl)C. The product is [OH:40][CH:15]([C:12]1[S:13][CH:14]=[C:10]([C:8]([OH:9])=[O:7])[N:11]=1)[CH2:16][CH:17]([N:21]([CH3:39])[C:22](=[O:38])[CH:23]([NH:28][C:29]([CH:31]1[CH2:36][CH2:35][CH2:34][CH2:33][N:32]1[CH3:37])=[O:30])[CH:24]([CH3:27])[CH2:25][CH3:26])[CH:18]([CH3:20])[CH3:19]. The yield is 0.880. (7) The reactants are [OH:1][CH:2]([CH:23]([CH3:25])[CH3:24])[C:3]#[C:4][C:5]1[CH:6]=[CH:7][C:8]2[N:9]([C:11]([CH2:14][NH:15][C:16](=[O:22])[O:17][C:18]([CH3:21])([CH3:20])[CH3:19])=[N:12][N:13]=2)[N:10]=1. The catalyst is C(Cl)Cl.[O-2].[O-2].[Mn+4]. The product is [CH3:24][CH:23]([CH3:25])[C:2](=[O:1])[C:3]#[C:4][C:5]1[CH:6]=[CH:7][C:8]2[N:9]([C:11]([CH2:14][NH:15][C:16](=[O:22])[O:17][C:18]([CH3:20])([CH3:19])[CH3:21])=[N:12][N:13]=2)[N:10]=1. The yield is 0.507.